Dataset: Catalyst prediction with 721,799 reactions and 888 catalyst types from USPTO. Task: Predict which catalyst facilitates the given reaction. (1) Reactant: Cl[C:2]1[C:11]2[C:6](=[CH:7][C:8]([O:12][CH3:13])=[CH:9][CH:10]=2)[CH:5]=[C:4]([O:14][CH3:15])[N:3]=1.[F-:16].[Cs+]. Product: [F:16][C:2]1[C:11]2[C:6](=[CH:7][C:8]([O:12][CH3:13])=[CH:9][CH:10]=2)[CH:5]=[C:4]([O:14][CH3:15])[N:3]=1. The catalyst class is: 16. (2) Reactant: [CH3:1][C:2]1[O:6][N:5]=[C:4]([C:7]2[CH:12]=[CH:11][CH:10]=[CH:9][CH:8]=2)[C:3]=1[C:13](Cl)=[O:14].[NH2:16][C:17]1[C:26]2[C:21](=[CH:22][C:23]([C:27]([F:30])([F:29])[F:28])=[CH:24][CH:25]=2)[N:20]=[CH:19][CH:18]=1. Product: [CH3:1][C:2]1[O:6][N:5]=[C:4]([C:7]2[CH:12]=[CH:11][CH:10]=[CH:9][CH:8]=2)[C:3]=1[C:13]([NH:16][C:17]1[C:26]2[C:21](=[CH:22][C:23]([C:27]([F:30])([F:28])[F:29])=[CH:24][CH:25]=2)[N:20]=[CH:19][CH:18]=1)=[O:14]. The catalyst class is: 300. (3) Reactant: [NH:1]1[C:9]2[C:4](=[CH:5][CH:6]=[C:7]([NH:10][C:11](=[O:18])[C:12]3[CH:17]=[CH:16][CH:15]=[CH:14][CH:13]=3)[CH:8]=2)[CH:3]=[CH:2]1.[CH3:19][N:20]1[C:24](=[O:25])[CH:23]=[CH:22][C:21]1=[O:26]. Product: [CH3:19][N:20]1[C:24](=[O:25])[CH2:23][CH:22]([C:3]2[C:4]3[C:9](=[CH:8][C:7]([NH:10][C:11](=[O:18])[C:12]4[CH:17]=[CH:16][CH:15]=[CH:14][CH:13]=4)=[CH:6][CH:5]=3)[NH:1][CH:2]=2)[C:21]1=[O:26]. The catalyst class is: 15. (4) The catalyst class is: 254. Reactant: [NH2:1][CH:2]1[CH2:7][CH2:6][N:5]([CH2:8][C@H:9]2[N:19]3[C:20]4[N:11]([C:12](=[O:22])[CH:13]=[CH:14][C:15]=4[N:16]=[CH:17][C:18]3=[O:21])[CH2:10]2)[CH2:4][CH2:3]1.[O:23]=[C:24]1[CH2:29][S:28][C:27]2[CH:30]=[CH:31][C:32]([CH:34]=O)=[N:33][C:26]=2[NH:25]1.C(O[BH-](OC(=O)C)OC(=O)C)(=O)C.[Na+].C(=O)([O-])O.[Na+].C(Cl)[Cl:56]. Product: [ClH:56].[O:23]=[C:24]1[CH2:29][S:28][C:27]2[CH:30]=[CH:31][C:32]([CH2:34][NH:1][CH:2]3[CH2:7][CH2:6][N:5]([CH2:8][C@H:9]4[N:19]5[C:20]6[N:11]([C:12](=[O:22])[CH:13]=[CH:14][C:15]=6[N:16]=[CH:17][C:18]5=[O:21])[CH2:10]4)[CH2:4][CH2:3]3)=[N:33][C:26]=2[NH:25]1.